Regression. Given two drug SMILES strings and cell line genomic features, predict the synergy score measuring deviation from expected non-interaction effect. From a dataset of NCI-60 drug combinations with 297,098 pairs across 59 cell lines. (1) Drug 1: COC1=C(C=C2C(=C1)N=CN=C2NC3=CC(=C(C=C3)F)Cl)OCCCN4CCOCC4. Drug 2: CNC(=O)C1=NC=CC(=C1)OC2=CC=C(C=C2)NC(=O)NC3=CC(=C(C=C3)Cl)C(F)(F)F. Cell line: EKVX. Synergy scores: CSS=29.5, Synergy_ZIP=-0.442, Synergy_Bliss=-1.63, Synergy_Loewe=1.22, Synergy_HSA=2.35. (2) Drug 1: C1=CN(C=N1)CC(O)(P(=O)(O)O)P(=O)(O)O. Drug 2: C1=NNC2=C1C(=O)NC=N2. Cell line: MDA-MB-435. Synergy scores: CSS=-4.17, Synergy_ZIP=2.41, Synergy_Bliss=-1.07, Synergy_Loewe=-6.18, Synergy_HSA=-5.99.